Binary Classification. Given a T-cell receptor sequence (or CDR3 region) and an epitope sequence, predict whether binding occurs between them. From a dataset of TCR-epitope binding with 47,182 pairs between 192 epitopes and 23,139 TCRs. The epitope is GLCTLVAML. The TCR CDR3 sequence is CASSFLAGTDTQYF. Result: 1 (the TCR binds to the epitope).